This data is from Full USPTO retrosynthesis dataset with 1.9M reactions from patents (1976-2016). The task is: Predict the reactants needed to synthesize the given product. (1) The reactants are: [OH:1][C:2]1[CH:7]=[CH:6][C:5]([CH:8]([C:15]2[CH:20]=[CH:19][CH:18]=[CH:17][CH:16]=2)[CH2:9][C:10]([O:12][CH2:13][CH3:14])=[O:11])=[CH:4][CH:3]=1.[CH3:21][O:22]/[N:23]=[C:24](/[C:35]1[CH:40]=[CH:39][CH:38]=[CH:37][CH:36]=1)\[CH2:25][O:26][C:27]1[CH:32]=[CH:31][C:30]([CH2:33]O)=[CH:29][CH:28]=1.C1(P(C2C=CC=CC=2)C2C=CC=CC=2)C=CC=CC=1.CC(OC(/N=N/C(OC(C)C)=O)=O)C. Given the product [CH3:21][O:22]/[N:23]=[C:24](/[C:35]1[CH:40]=[CH:39][CH:38]=[CH:37][CH:36]=1)\[CH2:25][O:26][C:27]1[CH:32]=[CH:31][C:30]([CH2:33][O:1][C:2]2[CH:3]=[CH:4][C:5]([CH:8]([C:15]3[CH:16]=[CH:17][CH:18]=[CH:19][CH:20]=3)[CH2:9][C:10]([O:12][CH2:13][CH3:14])=[O:11])=[CH:6][CH:7]=2)=[CH:29][CH:28]=1, predict the reactants needed to synthesize it. (2) Given the product [N:60]([C@@H:21]1[C@@H:20]([CH2:19][O:18][Si:1]([C:14]([CH3:17])([CH3:16])[CH3:15])([C:8]2[CH:13]=[CH:12][CH:11]=[CH:10][CH:9]=2)[C:2]2[CH:7]=[CH:6][CH:5]=[CH:4][CH:3]=2)[O:25][CH2:24][CH2:23][CH2:22]1)=[N+:61]=[N-:62], predict the reactants needed to synthesize it. The reactants are: [Si:1]([O:18][CH2:19][C@H:20]1[O:25][CH2:24][CH2:23][CH2:22][C@H:21]1O)([C:14]([CH3:17])([CH3:16])[CH3:15])([C:8]1[CH:13]=[CH:12][CH:11]=[CH:10][CH:9]=1)[C:2]1[CH:7]=[CH:6][CH:5]=[CH:4][CH:3]=1.C1C=CC(P(C2C=CC=CC=2)C2C=CC=CC=2)=CC=1.C1C=CC(P([N:60]=[N+:61]=[N-:62])(C2C=CC=CC=2)=O)=CC=1.CCOC(/N=N/C(OCC)=O)=O. (3) Given the product [CH2:9]([O:11][C:12]([C:14]1([CH2:27][CH2:28][NH:8][C:5]2[CH:4]=[N:3][C:2]([Br:1])=[CH:7][N:6]=2)[CH2:19][CH2:18][N:17]([C:20]([O:22][C:23]([CH3:26])([CH3:25])[CH3:24])=[O:21])[CH2:16][CH2:15]1)=[O:13])[CH3:10], predict the reactants needed to synthesize it. The reactants are: [Br:1][C:2]1[N:3]=[CH:4][C:5]([NH2:8])=[N:6][CH:7]=1.[CH2:9]([O:11][C:12]([C:14]1([CH2:27][CH:28]=O)[CH2:19][CH2:18][N:17]([C:20]([O:22][C:23]([CH3:26])([CH3:25])[CH3:24])=[O:21])[CH2:16][CH2:15]1)=[O:13])[CH3:10].C(O)(=O)C.[BH-](OC(C)=O)(OC(C)=O)OC(C)=O.[Na+]. (4) Given the product [Cl:34][C:28]1[CH:27]=[C:26]([C:24]2[CH2:23][O:22][C:20](=[O:21])[C:19]=2[C:16]2[CH:15]=[CH:14][C:13]([O:12][CH2:11][C:2]3[CH:3]=[CH:4][C:5]4[C:10](=[CH:9][CH:8]=[CH:7][CH:6]=4)[N:1]=3)=[CH:18][CH:17]=2)[CH:31]=[CH:30][C:29]=1[O:32][CH3:33], predict the reactants needed to synthesize it. The reactants are: [N:1]1[C:10]2[C:5](=[CH:6][CH:7]=[CH:8][CH:9]=2)[CH:4]=[CH:3][C:2]=1[CH2:11][O:12][C:13]1[CH:18]=[CH:17][C:16]([CH2:19][C:20]([O:22][CH2:23][C:24]([C:26]2[CH:31]=[CH:30][C:29]([O:32][CH3:33])=[C:28]([Cl:34])[CH:27]=2)=O)=[O:21])=[CH:15][CH:14]=1.[H-].[Na+]. (5) The reactants are: O=C1N(CC(F)(F)F)N=C(C=O)CC1.[CH2:15]([N:22]1[C:27](=[O:28])[CH2:26][CH2:25][C:24]([CH2:29][OH:30])=[N:23]1)[C:16]1[CH:21]=[CH:20][CH:19]=[CH:18][CH:17]=1.C(Cl)(=O)C(Cl)=O.CS(C)=O.C(N(CC)CC)C. Given the product [CH2:15]([N:22]1[C:27](=[O:28])[CH2:26][CH2:25][C:24]([CH:29]=[O:30])=[N:23]1)[C:16]1[CH:21]=[CH:20][CH:19]=[CH:18][CH:17]=1, predict the reactants needed to synthesize it. (6) Given the product [C:18]1([C:21]2[CH:22]=[CH:23][CH:24]=[CH:25][CH:26]=2)[CH:19]=[CH:20][C:15]([CH2:14][C@H:10]([NH:9][C:7]([C:6]2[CH:5]=[CH:4][C:3]([C:52]3[CH:53]=[CH:54][C:49]([C:48]([F:59])([F:58])[F:47])=[CH:50][CH:51]=3)=[CH:2][CH:38]=2)=[O:8])[C:11]([OH:13])=[O:12])=[CH:16][CH:17]=1, predict the reactants needed to synthesize it. The reactants are: Br[C:2]1[CH:3]=[CH:4][C:5](OCCCCCCC)=[C:6]([CH:38]=1)[C:7]([NH:9][C@@H:10]([CH2:14][C:15]1[CH:20]=[CH:19][C:18]([C:21]2[CH:26]=[CH:25][CH:24]=[CH:23][C:22]=2OC2C=CC(C(F)(F)F)=CC=2)=[CH:17][CH:16]=1)[C:11]([OH:13])=[O:12])=[O:8].[F:47][C:48]([F:59])([F:58])[C:49]1[CH:54]=[CH:53][C:52](B(O)O)=[CH:51][CH:50]=1. (7) Given the product [CH2:21]([O:23][C:24]([C:25]1[C:26]2[CH2:34][C:33]3[C:28](=[CH:29][CH:30]=[CH:31][CH:32]=3)[C:27]=2[N:5]([C:6]2[CH:11]=[N:10][C:9]([CH2:12][CH3:13])=[CH:8][CH:7]=2)[N:1]=1)=[O:37])[CH3:22], predict the reactants needed to synthesize it. The reactants are: [N:1]([O-])=O.[Na+].[NH2:5][C:6]1[CH:7]=[CH:8][C:9]([CH2:12][CH3:13])=[N:10][CH:11]=1.[Cl-].[Na+].O.O.[Sn](Cl)Cl.[CH2:21]([O:23][C:24](=[O:37])[C:25](=O)[CH:26]1[CH2:34][C:33]2[C:28](=[CH:29][CH:30]=[CH:31][CH:32]=2)[C:27]1=O)[CH3:22].[OH-].[Na+].